Task: Predict which catalyst facilitates the given reaction.. Dataset: Catalyst prediction with 721,799 reactions and 888 catalyst types from USPTO (1) Reactant: [CH3:1][C@H:2]1[C@@H:6]([C:7]2[N:11]3[C:12]4[CH:18]=[CH:17][N:16]([CH2:19][O:20][CH2:21][CH2:22][Si:23]([CH3:26])([CH3:25])[CH3:24])[C:13]=4[N:14]=[CH:15][C:10]3=[N:9][N:8]=2)[CH2:5][C@@H:4]([CH:27]=[CH:28][C:29]#[N:30])[CH2:3]1.C(#N)C=C. Product: [CH3:1][C@H:2]1[C@@H:6]([C:7]2[N:11]3[C:12]4[CH:18]=[CH:17][N:16]([CH2:19][O:20][CH2:21][CH2:22][Si:23]([CH3:25])([CH3:24])[CH3:26])[C:13]=4[N:14]=[CH:15][C:10]3=[N:9][N:8]=2)[CH2:5][C@@H:4]([CH2:27][CH2:28][C:29]#[N:30])[CH2:3]1. The catalyst class is: 723. (2) The catalyst class is: 6. Product: [CH2:21]([C:25]1[CH:26]=[CH:27][C:28]([NH:29][C:4]2[C:9]([N+:10]([O-:12])=[O:11])=[CH:8][CH:7]=[C:6]([Cl:13])[N:5]=2)=[CH:30][CH:31]=1)[CH2:22][CH2:23][CH3:24]. Reactant: CO.Cl[C:4]1[C:9]([N+:10]([O-:12])=[O:11])=[CH:8][CH:7]=[C:6]([Cl:13])[N:5]=1.C(N(CC)CC)C.[CH2:21]([C:25]1[CH:31]=[CH:30][C:28]([NH2:29])=[CH:27][CH:26]=1)[CH2:22][CH2:23][CH3:24].